This data is from Full USPTO retrosynthesis dataset with 1.9M reactions from patents (1976-2016). The task is: Predict the reactants needed to synthesize the given product. (1) Given the product [CH3:10][O:9][C:2]1[CH:7]=[C:6]([CH3:8])[CH:5]=[CH:4][C:3]=1[C:3]1[CH:4]=[CH:5][C:6]([CH3:8])=[CH:7][C:2]=1[O:9][CH3:10], predict the reactants needed to synthesize it. The reactants are: I[C:2]1([O:9][CH3:10])[CH:7]=[C:6]([CH3:8])[CH:5]=[CH:4][CH2:3]1. (2) Given the product [Cl:23][C:24]1[CH:29]=[CH:28][CH:27]=[CH:26][C:25]=1[CH2:30][CH2:31][NH:32][C:17]([C:14]([CH3:15])([O:13][C:10]1[CH:9]=[CH:8][C:7]([CH2:6][C@H:5]([O:20][CH3:21])[C:4]([OH:3])=[O:22])=[CH:12][CH:11]=1)[CH3:16])=[O:19], predict the reactants needed to synthesize it. The reactants are: C([O:3][C:4](=[O:22])[C@@H:5]([O:20][CH3:21])[CH2:6][C:7]1[CH:12]=[CH:11][C:10]([O:13][C:14]([C:17]([OH:19])=O)([CH3:16])[CH3:15])=[CH:9][CH:8]=1)C.[Cl:23][C:24]1[CH:29]=[CH:28][CH:27]=[CH:26][C:25]=1[CH2:30][CH2:31][NH2:32].C(O[C@@H](CC1C=CC(O[C@@H](C(=O)NCCC2C=CC(OC3C=CC=CC=3)=CC=2)C)=CC=1)C(O)=O)C. (3) Given the product [NH2:1][C:2]1[C:3]([C:13]([NH:16][C:17]2[NH:21][N:20]=[CH:19][C:18]=2[C:22]2[CH:27]=[CH:26][CH:25]=[CH:24][N:23]=2)=[O:15])=[N:4][C:5]([Br:12])=[C:6]([C:8]([F:9])([F:10])[F:11])[N:7]=1, predict the reactants needed to synthesize it. The reactants are: [NH2:1][C:2]1[C:3]([C:13]([OH:15])=O)=[N:4][C:5]([Br:12])=[C:6]([C:8]([F:11])([F:10])[F:9])[N:7]=1.[NH2:16][C:17]1[NH:21][N:20]=[CH:19][C:18]=1[C:22]1[CH:27]=[CH:26][CH:25]=[CH:24][N:23]=1.CN(C(ON1N=NC2C=CC=NC1=2)=[N+](C)C)C.F[P-](F)(F)(F)(F)F.CN1CCOCC1.